Dataset: Full USPTO retrosynthesis dataset with 1.9M reactions from patents (1976-2016). Task: Predict the reactants needed to synthesize the given product. (1) Given the product [CH3:33][C@H:13]1[NH:14][CH2:15][C@H:10]([C:7]2[S:8][CH:9]=[C:5]([C:2]([OH:1])([CH3:4])[CH3:3])[N:6]=2)[CH2:11][CH2:12]1, predict the reactants needed to synthesize it. The reactants are: [OH:1][C:2]([C:5]1[N:6]=[C:7]([C@@H:10]2[CH2:15][N:14](C(OCC3C4C=CC=CC=4C4C3=CC=CC=4)=O)[C@@H:13]([CH3:33])[CH2:12][CH2:11]2)[S:8][CH:9]=1)([CH3:4])[CH3:3].N1CCCCC1. (2) Given the product [F:8][C:5]1[CH:6]=[CH:7][C:2]([C:12]2[CH:17]=[CH:16][CH:15]=[CH:14][CH:13]=2)=[CH:3][C:4]=1[N+:9]([O-:11])=[O:10], predict the reactants needed to synthesize it. The reactants are: Br[C:2]1[CH:7]=[CH:6][C:5]([F:8])=[C:4]([N+:9]([O-:11])=[O:10])[CH:3]=1.[C:12]1(B(O)O)[CH:17]=[CH:16][CH:15]=[CH:14][CH:13]=1.P([O-])([O-])([O-])=O.[K+].[K+].[K+]. (3) Given the product [C:2]([C:7]1[O:11][C:10]([CH2:12][N:13]2[CH:17]=[C:16]([NH:18][C:27](=[O:28])/[CH:26]=[CH:25]/[C:22]3[CH:23]=[CH:24][C:19]([CH3:30])=[CH:20][CH:21]=3)[CH:15]=[N:14]2)=[CH:9][CH:8]=1)(=[O:6])[CH3:1], predict the reactants needed to synthesize it. The reactants are: [CH3:1][C:2]1([C:7]2[O:11][C:10]([CH2:12][N:13]3[CH:17]=[C:16]([NH2:18])[CH:15]=[N:14]3)=[CH:9][CH:8]=2)[O:6]CCO1.[C:19]1([CH3:30])[CH:24]=[CH:23][C:22](/[CH:25]=[CH:26]/[C:27](O)=[O:28])=[CH:21][CH:20]=1. (4) Given the product [O:1]1[CH2:6][CH2:5][CH2:4][O:3][CH:2]1[C:7]1[S:11][C:10]([C:12]([N:17]([CH3:18])[CH3:16])=[O:13])=[CH:9][C:8]=1[F:15], predict the reactants needed to synthesize it. The reactants are: [O:1]1[CH2:6][CH2:5][CH2:4][O:3][CH:2]1[C:7]1[S:11][C:10]([C:12](O)=[O:13])=[CH:9][C:8]=1[F:15].[CH3:16][NH:17][CH3:18]. (5) Given the product [CH3:19][NH:20][C:21]([C:23]1[C:31]2[C:26](=[CH:27][C:28]([O:32][C:2]3[CH:7]=[CH:6][N:5]=[C:4]4[CH:8]=[C:9]([C:11]([N:13]5[CH2:17][CH2:16][CH:15]([OH:18])[CH2:14]5)=[O:12])[S:10][C:3]=34)=[CH:29][CH:30]=2)[N:25]([CH3:33])[C:24]=1[CH2:34][CH3:35])=[O:22], predict the reactants needed to synthesize it. The reactants are: Cl[C:2]1[CH:7]=[CH:6][N:5]=[C:4]2[CH:8]=[C:9]([C:11]([N:13]3[CH2:17][CH2:16][C@@H:15]([OH:18])[CH2:14]3)=[O:12])[S:10][C:3]=12.[CH3:19][NH:20][C:21]([C:23]1[C:31]2[C:26](=[CH:27][C:28]([OH:32])=[CH:29][CH:30]=2)[N:25]([CH3:33])[C:24]=1[CH2:34][CH3:35])=[O:22].C([O-])([O-])=O.[Cs+].[Cs+].